This data is from M1 muscarinic receptor antagonist screen with 61,756 compounds. The task is: Binary Classification. Given a drug SMILES string, predict its activity (active/inactive) in a high-throughput screening assay against a specified biological target. (1) The compound is S=c1n(C2CCCCC2)c(n[nH]1)c1ccc(OC)cc1. The result is 0 (inactive). (2) The drug is s1c(nnc1N)CC=1CCCCC1. The result is 0 (inactive). (3) The compound is Brc1oc(c2sc3n(n2)c(nn3)c2cc(OC)c(OC)cc2)cc1. The result is 0 (inactive). (4) The drug is o1c(C(=O)Nc2c(c3ccccc3)cccc2)c(nc1)C. The result is 0 (inactive).